Dataset: Forward reaction prediction with 1.9M reactions from USPTO patents (1976-2016). Task: Predict the product of the given reaction. The product is: [CH3:16][S:13]([C:10]1[CH:11]=[CH:12][C:6]2[CH2:5][O:4][CH:3]([CH2:2][N:17]3[CH2:22][CH2:21][O:20][CH2:19][CH2:18]3)[O:8][C:7]=2[CH:9]=1)(=[O:15])=[O:14]. Given the reactants Br[CH2:2][CH:3]1[O:8][C:7]2[CH:9]=[C:10]([S:13]([CH3:16])(=[O:15])=[O:14])[CH:11]=[CH:12][C:6]=2[CH2:5][O:4]1.[NH:17]1[CH2:22][CH2:21][O:20][CH2:19][CH2:18]1, predict the reaction product.